Dataset: Full USPTO retrosynthesis dataset with 1.9M reactions from patents (1976-2016). Task: Predict the reactants needed to synthesize the given product. (1) The reactants are: [F:1][C:2]1[CH:7]=[CH:6][C:5]([C:8]2([C:18]3[CH:23]=[CH:22][C:21]([F:24])=[CH:20][CH:19]=3)[CH2:12][CH2:11][N:10]([CH2:13][C:14](O)=[O:15])[C:9]2=[O:17])=[CH:4][CH:3]=1.[Br:25][C:26]1[CH:36]=[CH:35][C:29](/[C:30](=[N:33]/[H])/[NH:31]O)=[CH:28][CH:27]=1.C(N=C=NCCCN(C)C)C. Given the product [Br:25][C:26]1[CH:36]=[CH:35][C:29]([C:30]2[N:33]=[C:14]([CH2:13][N:10]3[CH2:11][CH2:12][C:8]([C:18]4[CH:19]=[CH:20][C:21]([F:24])=[CH:22][CH:23]=4)([C:5]4[CH:4]=[CH:3][C:2]([F:1])=[CH:7][CH:6]=4)[C:9]3=[O:17])[O:15][N:31]=2)=[CH:28][CH:27]=1, predict the reactants needed to synthesize it. (2) The reactants are: [OH:1][C@:2]12[C@@H:9]([CH2:10][OH:11])[O:8][C@@H:7]([N:12]3[CH:20]=[C:18]([CH3:19])[C:16](=[O:17])[NH:15][C:13]3=[O:14])[C@@:6]1([O:21][CH3:22])[O:5][CH2:4][CH2:3]2.[CH3:23][O:24][C:25]1[CH:46]=[CH:45][C:28]([C:29](Cl)([C:38]2[CH:43]=[CH:42][CH:41]=[CH:40][CH:39]=2)[C:30]2[CH:35]=[CH:34][C:33]([O:36][CH3:37])=[CH:32][CH:31]=2)=[CH:27][CH:26]=1.C1(C)C=CC=CC=1.C(=O)([O-])O.[Na+]. Given the product [CH3:37][O:36][C:33]1[CH:32]=[CH:31][C:30]([C:29]([O:11][CH2:10][C@H:9]2[O:8][C@@H:7]([N:12]3[CH:20]=[C:18]([CH3:19])[C:16](=[O:17])[NH:15][C:13]3=[O:14])[C@:6]3([O:21][CH3:22])[C@@:2]2([OH:1])[CH2:3][CH2:4][O:5]3)([C:38]2[CH:39]=[CH:40][CH:41]=[CH:42][CH:43]=2)[C:28]2[CH:45]=[CH:46][C:25]([O:24][CH3:23])=[CH:26][CH:27]=2)=[CH:35][CH:34]=1, predict the reactants needed to synthesize it. (3) The reactants are: [NH2:1][C:2]1[N:3]([CH3:30])[C:4](=[O:29])[C@@:5]2([N:28]=1)[C@H:18]1[C@H:13]([CH2:14][CH2:15][C:16](=[O:19])[CH2:17]1)[O:12][C:11]1[C:6]2=[CH:7][C:8]([C:20]2[CH:25]=[C:24]([F:26])[CH:23]=[C:22]([Cl:27])[CH:21]=2)=[CH:9][CH:10]=1.C1COCC1.[BH4-].[Na+]. Given the product [NH2:1][C:2]1[N:3]([CH3:30])[C:4](=[O:29])[C@@:5]2([N:28]=1)[C@H:18]1[C@H:13]([CH2:14][CH2:15][CH:16]([OH:19])[CH2:17]1)[O:12][C:11]1[C:6]2=[CH:7][C:8]([C:20]2[CH:25]=[C:24]([F:26])[CH:23]=[C:22]([Cl:27])[CH:21]=2)=[CH:9][CH:10]=1, predict the reactants needed to synthesize it. (4) Given the product [I:23][C:8]1[N:7]([CH2:6][O:5][CH2:4][CH2:3][Si:2]([CH3:17])([CH3:16])[CH3:1])[C:11]2[CH:12]=[CH:13][CH:14]=[CH:15][C:10]=2[N:9]=1, predict the reactants needed to synthesize it. The reactants are: [CH3:1][Si:2]([CH3:17])([CH3:16])[CH2:3][CH2:4][O:5][CH2:6][N:7]1[C:11]2[CH:12]=[CH:13][CH:14]=[CH:15][C:10]=2[N:9]=[CH:8]1.C([Li])CCC.[I:23]I. (5) The reactants are: [CH3:1][S:2]([CH2:4][CH2:5][O:6][C:7]1[CH:8]=[C:9]([CH:12]=[CH:13][CH:14]=1)[CH:10]=[O:11])=[O:3].[BH4-].[Na+]. Given the product [CH3:1][S:2]([CH2:4][CH2:5][O:6][C:7]1[CH:8]=[C:9]([CH2:10][OH:11])[CH:12]=[CH:13][CH:14]=1)=[O:3], predict the reactants needed to synthesize it. (6) Given the product [O:12]1[C:13]2[C:5]([CH2:4][NH2:1])=[CH:6][CH:7]=[CH:8][C:9]=2[CH2:10][CH2:11]1, predict the reactants needed to synthesize it. The reactants are: [N:1]([CH2:4][C:5]1[C:13]2[O:12][CH2:11][CH2:10][C:9]=2[CH:8]=[CH:7][CH:6]=1)=[N+]=[N-].[Li].O.[OH-].[Na+]. (7) Given the product [Br:12][C:9]1[CH:10]=[C:11]2[C:6](=[CH:7][CH:8]=1)[C:5](=[O:13])[N:4]([C:14]1[CH:19]=[CH:18][C:17]([C:20]([CH3:22])([CH3:23])[CH3:21])=[CH:16][CH:15]=1)[N:3]=[C:2]2[NH:33][C:32]1[N:28]([C:24]([CH3:27])([CH3:26])[CH3:25])[N:29]=[C:30]([CH3:34])[CH:31]=1, predict the reactants needed to synthesize it. The reactants are: Br[C:2]1[C:11]2[C:6](=[CH:7][CH:8]=[C:9]([Br:12])[CH:10]=2)[C:5](=[O:13])[N:4]([C:14]2[CH:19]=[CH:18][C:17]([C:20]([CH3:23])([CH3:22])[CH3:21])=[CH:16][CH:15]=2)[N:3]=1.[C:24]([N:28]1[C:32]([NH2:33])=[CH:31][C:30]([CH3:34])=[N:29]1)([CH3:27])([CH3:26])[CH3:25].C(=O)([O-])[O-].[Cs+].[Cs+].C1(P(C2C=CC=CC=2)C2C3OC4C(=CC=CC=4P(C4C=CC=CC=4)C4C=CC=CC=4)C(C)(C)C=3C=CC=2)C=CC=CC=1. (8) The reactants are: [C:1](N1C=CN=C1)(N1C=CN=C1)=[O:2].[CH2:13]([O:20][NH:21][CH2:22][CH2:23][CH2:24][CH2:25][CH2:26][CH2:27][N:28]1[C:34](=[O:35])[C:33]2[CH:36]=[CH:37][CH:38]=[CH:39][C:32]=2[O:31][C:30]2[CH:40]=[CH:41][CH:42]=[CH:43][C:29]1=2)[C:14]1[CH:19]=[CH:18][CH:17]=[CH:16][CH:15]=1.C(O)=O. Given the product [CH2:13]([O:20][N:21]([CH2:22][CH2:23][CH2:24][CH2:25][CH2:26][CH2:27][N:28]1[C:34](=[O:35])[C:33]2[CH:36]=[CH:37][CH:38]=[CH:39][C:32]=2[O:31][C:30]2[CH:40]=[CH:41][CH:42]=[CH:43][C:29]1=2)[CH:1]=[O:2])[C:14]1[CH:19]=[CH:18][CH:17]=[CH:16][CH:15]=1, predict the reactants needed to synthesize it.